This data is from Reaction yield outcomes from USPTO patents with 853,638 reactions. The task is: Predict the reaction yield, written as a fraction of the theoretical maximum amount of product (1.0 means a 100% yield; for example, 0.34 means a 34% yield). The reactants are [Cl:1][C:2]1[CH:3]=[C:4]([C:10]2([C:26]([F:29])([F:28])[F:27])[CH2:14][CH2:13][N:12]([C:15]3[S:16][C:17]([CH2:24]O)=[C:18]([C:20]([F:23])([F:22])[F:21])[N:19]=3)[CH2:11]2)[CH:5]=[C:6]([Cl:9])[C:7]=1[Cl:8].O1CCCC1.CS(Cl)(=O)=O.O.[NH3:41]. The catalyst is CO. The product is [Cl:1][C:2]1[CH:3]=[C:4]([C:10]2([C:26]([F:29])([F:28])[F:27])[CH2:14][CH2:13][N:12]([C:15]3[S:16][C:17]([CH2:24][NH2:41])=[C:18]([C:20]([F:23])([F:22])[F:21])[N:19]=3)[CH2:11]2)[CH:5]=[C:6]([Cl:9])[C:7]=1[Cl:8]. The yield is 0.450.